The task is: Predict the product of the given reaction.. This data is from Forward reaction prediction with 1.9M reactions from USPTO patents (1976-2016). (1) Given the reactants [Cl:1][C:2]1[CH:3]=[C:4]([C:9]2[N:14]=[C:13]([CH2:15][CH:16]3[CH2:18][CH2:17]3)[N:12]=[C:11](O)[C:10]=2[C:20]#[N:21])[CH:5]=[CH:6][C:7]=1[Cl:8].O=P(Cl)(Cl)[Cl:24], predict the reaction product. The product is: [Cl:1][C:2]1[CH:3]=[C:4]([C:9]2[N:14]=[C:13]([CH2:15][CH:16]3[CH2:18][CH2:17]3)[N:12]=[C:11]([Cl:24])[C:10]=2[C:20]#[N:21])[CH:5]=[CH:6][C:7]=1[Cl:8]. (2) Given the reactants CN[CH2:3][CH:4]1[CH2:17][S:16][CH2:15][CH2:14][CH2:13][S:12][CH2:11][CH2:10][S:9][CH2:8][CH2:7][CH2:6][S:5]1.[H][H].OCC1[CH2:35][S:34]CCCSCCSCCCS1.O=S(Cl)Cl.[CH2:40](Cl)[Cl:41], predict the reaction product. The product is: [Cl:41][CH2:40][CH:10]1[CH2:11][S:12][CH2:13][CH2:14][CH2:15][S:16][CH2:17][CH2:35][S:34][CH2:3][CH2:4][S:5][CH2:6][CH2:7][CH2:8][S:9]1. (3) Given the reactants [H-].[Na+].[OH:3][CH:4]1[CH2:8][CH2:7][N:6]([C:9]2[CH:19]=[CH:18][C:12]([C:13]([O:15][CH2:16][CH3:17])=[O:14])=[CH:11][CH:10]=2)[CH2:5]1.[CH:20]1[CH:25]=[CH:24][C:23]([CH2:26]Br)=[CH:22][CH:21]=1, predict the reaction product. The product is: [CH2:26]([O:3][CH:4]1[CH2:8][CH2:7][N:6]([C:9]2[CH:19]=[CH:18][C:12]([C:13]([O:15][CH2:16][CH3:17])=[O:14])=[CH:11][CH:10]=2)[CH2:5]1)[C:23]1[CH:24]=[CH:25][CH:20]=[CH:21][CH:22]=1. (4) Given the reactants [CH3:1][O:2][C:3]1[CH:9]=[CH:8][C:6]([NH2:7])=[CH:5][CH:4]=1.C(N(CC)CC)C.[Cl-].ClC1N(C)CC[NH+]1C.[CH3:26][O:27][C:28]1[C:29](=[O:56])[C:30]([CH3:55])=[C:31]([CH2:37][C:38]2[CH:39]=[CH:40][C:41]([O:47][CH2:48][C:49]3[CH:54]=[CH:53][N:52]=[CH:51][CH:50]=3)=[C:42]([CH:46]=2)[C:43](O)=[O:44])[C:32](=[O:36])[C:33]=1[O:34][CH3:35], predict the reaction product. The product is: [CH3:26][O:27][C:28]1[C:29](=[O:56])[C:30]([CH3:55])=[C:31]([CH2:37][C:38]2[CH:39]=[CH:40][C:41]([O:47][CH2:48][C:49]3[CH:54]=[CH:53][N:52]=[CH:51][CH:50]=3)=[C:42]([CH:46]=2)[C:43]([NH:7][C:6]2[CH:8]=[CH:9][C:3]([O:2][CH3:1])=[CH:4][CH:5]=2)=[O:44])[C:32](=[O:36])[C:33]=1[O:34][CH3:35]. (5) Given the reactants [Cl:1][C:2]1[CH:7]=[CH:6][CH:5]=[CH:4][C:3]=1[C:8]1[C:16]2[O:15][CH:14]([CH2:17]OS(C3C=CC(C)=CC=3)(=O)=O)[CH2:13][C:12]=2[CH:11]=[C:10]([O:29][CH3:30])[CH:9]=1.[CH3:31][NH2:32], predict the reaction product. The product is: [Cl:1][C:2]1[CH:7]=[CH:6][CH:5]=[CH:4][C:3]=1[C:8]1[C:16]2[O:15][CH:14]([CH2:17][NH:32][CH3:31])[CH2:13][C:12]=2[CH:11]=[C:10]([O:29][CH3:30])[CH:9]=1.